This data is from Catalyst prediction with 721,799 reactions and 888 catalyst types from USPTO. The task is: Predict which catalyst facilitates the given reaction. (1) Reactant: [F:1][C:2]1[CH:3]=[C:4]([CH:8]=[CH:9][C:10]=1[N+:11]([O-:13])=[O:12])[C:5](O)=[O:6].Cl.[CH3:15][N:16](C)CCCN=C=NCC.CN. Product: [CH3:15][NH:16][C:5](=[O:6])[C:4]1[CH:8]=[CH:9][C:10]([N+:11]([O-:13])=[O:12])=[C:2]([F:1])[CH:3]=1. The catalyst class is: 61. (2) Reactant: [CH3:1][O:2][C:3]1[CH:10]=[CH:9][C:6]([CH2:7][NH2:8])=[CH:5][CH:4]=1.C([O-])([O-])=O.[K+].[K+].Cl[C:18]1[C:23]2[CH:24]=[C:25]([I:27])[S:26][C:22]=2[C:21]([C:28]#[N:29])=[CH:20][N:19]=1. Product: [I:27][C:25]1[S:26][C:22]2[C:21]([C:28]#[N:29])=[CH:20][N:19]=[C:18]([NH:8][CH2:7][C:6]3[CH:9]=[CH:10][C:3]([O:2][CH3:1])=[CH:4][CH:5]=3)[C:23]=2[CH:24]=1. The catalyst class is: 37. (3) Reactant: [CH2:1]([O:3][C:4](=[O:31])[C:5]1[CH:10]=[CH:9][C:8]([N:11]2[C:19]3[C:14](=[CH:15][C:16]([O:21]CC4C=CC=CC=4)=[C:17]([Cl:20])[CH:18]=3)[C:13]([C:29]#[N:30])=[CH:12]2)=[CH:7][CH:6]=1)[CH3:2].B(Br)(Br)Br.O. Product: [CH2:1]([O:3][C:4](=[O:31])[C:5]1[CH:6]=[CH:7][C:8]([N:11]2[C:19]3[C:14](=[CH:15][C:16]([OH:21])=[C:17]([Cl:20])[CH:18]=3)[C:13]([C:29]#[N:30])=[CH:12]2)=[CH:9][CH:10]=1)[CH3:2]. The catalyst class is: 4. (4) Reactant: C(OC([N:8]([O:25]C(OC(C)(C)C)=O)[C:9]1([CH3:24])[C:13](=[O:14])[N:12]([CH3:15])[N:11]=[C:10]1[C:16]1[CH:21]=[CH:20][C:19]([F:22])=[CH:18][C:17]=1[Cl:23])=O)(C)(C)C. The catalyst class is: 13. Product: [Cl:23][C:17]1[CH:18]=[C:19]([F:22])[CH:20]=[CH:21][C:16]=1[C:10]1[C:9]([NH:8][OH:25])([CH3:24])[C:13](=[O:14])[N:12]([CH3:15])[N:11]=1. (5) Reactant: [NH2:1][C:2]1[N:7]=[C:6]([N:8]2[CH2:22][CH2:21][C:11]3([CH2:15][NH:14][C@H:13]([C:16]([O:18][CH2:19][CH3:20])=[O:17])[CH2:12]3)[CH2:10][CH2:9]2)[CH:5]=[C:4]([O:23][C@H:24]([C:29]2[CH:34]=[C:33]([CH:35]=[CH2:36])[CH:32]=[CH:31][C:30]=2[N:37]2[CH:41]=[CH:40][C:39]([CH3:42])=[N:38]2)[C:25]([F:28])([F:27])[F:26])[N:3]=1. Product: [NH2:1][C:2]1[N:7]=[C:6]([N:8]2[CH2:22][CH2:21][C:11]3([CH2:15][NH:14][C@H:13]([C:16]([O:18][CH2:19][CH3:20])=[O:17])[CH2:12]3)[CH2:10][CH2:9]2)[CH:5]=[C:4]([O:23][C@H:24]([C:29]2[CH:34]=[C:33]([CH2:35][CH3:36])[CH:32]=[CH:31][C:30]=2[N:37]2[CH:41]=[CH:40][C:39]([CH3:42])=[N:38]2)[C:25]([F:28])([F:27])[F:26])[N:3]=1. The catalyst class is: 19.